Dataset: Full USPTO retrosynthesis dataset with 1.9M reactions from patents (1976-2016). Task: Predict the reactants needed to synthesize the given product. (1) Given the product [CH2:15]([C:6]1[CH:7]=[CH:8][C:9]([C:11]([F:12])([F:14])[F:13])=[CH:10][C:5]=1[C:4]([F:3])([F:23])[F:24])[CH2:16][C:17]#[CH:18], predict the reactants needed to synthesize it. The reactants are: [OH-].[K+].[F:3][C:4]([F:24])([F:23])[C:5]1[CH:10]=[C:9]([C:11]([F:14])([F:13])[F:12])[CH:8]=[CH:7][C:6]=1[CH2:15][CH2:16][C:17]#[C:18][Si](C)(C)C.Cl. (2) Given the product [C:6]1([C@H:41]([OH:46])[CH2:42][OH:43])[CH:5]=[CH:4][CH:3]=[CH:2][CH:1]=1.[CH2:64]=[CH:63][C:62]1[CH:57]=[CH:58][CH:59]=[CH:60][CH:61]=1, predict the reactants needed to synthesize it. The reactants are: [CH2:1]1[C@H:6](N)[C@@H:5](O[C@H]2O[C@H](CN)[C@@H](O)[C@H](O)[C@H]2O)[C@H:4](O)[C@@H:3](O[C@H]2O[C@H](CO)[C@@H](O)[C@H](N)[C@H]2O)[C@@H:2]1N.CC(S[C@@H]1[O:43][C@H:42](CO)[C@H:41]([OH:46])[C@H:42]([OH:43])[C@H:41]1[OH:46])C.[CH3:57][CH2:58][CH2:59][CH2:60][CH2:61][CH2:62][CH2:63][CH2:64][CH2:57][CH2:58][CH2:59][CH2:60][CH2:61][CH2:62][CH2:63][CH3:64].C=CC1C=CC=CC=1. (3) Given the product [Cl:12][C:13]1[N:14]=[CH:15][N:16]=[C:17]([N:10]2[CH2:11][C:7]3[CH:6]=[N:5][N:4]([CH3:3])[C:8]=3[CH2:9]2)[C:18]=1[CH3:19], predict the reactants needed to synthesize it. The reactants are: Cl.Cl.[CH3:3][N:4]1[C:8]2[CH2:9][NH:10][CH2:11][C:7]=2[CH:6]=[N:5]1.[Cl:12][C:13]1[C:18]([CH3:19])=[C:17](Cl)[N:16]=[CH:15][N:14]=1.C(N(CC)CC)C. (4) Given the product [F:48][C:49]1[CH:50]=[CH:51][C:52]([C:55]2[N:59]([CH3:60])[N:58]=[CH:57][C:56]=2/[CH:61]=[CH:23]\[C:24]([O:26][CH3:27])=[O:25])=[CH:53][CH:54]=1, predict the reactants needed to synthesize it. The reactants are: C[Si]([N-][Si](C)(C)C)(C)C.[K+].FC(F)(F)COP([CH2:23][C:24]([O:26][CH3:27])=[O:25])(=O)OCC(F)(F)F.C1OCCOCCOCCOCCOCCOC1.[F:48][C:49]1[CH:54]=[CH:53][C:52]([C:55]2[N:59]([CH3:60])[N:58]=[CH:57][C:56]=2[CH:61]=O)=[CH:51][CH:50]=1.[Cl-].[NH4+]. (5) Given the product [Cl:13][C:14]1[CH:19]=[C:18]([Cl:20])[CH:17]=[CH:16][C:15]=1[N:8]1[C:7]2[CH:12]=[C:3]([O:2][CH3:1])[CH:4]=[CH:5][C:6]=2[O:11][CH2:10][CH2:9]1, predict the reactants needed to synthesize it. The reactants are: [CH3:1][O:2][C:3]1[CH:4]=[CH:5][C:6]2[O:11][CH2:10][CH2:9][NH:8][C:7]=2[CH:12]=1.[Cl:13][C:14]1[CH:19]=[C:18]([Cl:20])[CH:17]=[CH:16][C:15]=1I.C(=O)([O-])[O-].[Cs+].[Cs+].O. (6) Given the product [ClH:1].[NH2:2][C:3]1[N:8]=[CH:7][C:6](/[CH:9]=[CH:10]/[C:11]([N:51]([CH2:50][C:42]2[S:43][C:44]3[S:45][CH:46]=[C:47]([CH3:49])[C:48]=3[C:41]=2[CH3:40])[CH3:52])=[O:13])=[CH:5][C:4]=1[CH2:14][N:15]1[CH2:20][CH2:19][O:18][CH2:17][CH2:16]1, predict the reactants needed to synthesize it. The reactants are: [ClH:1].[NH2:2][C:3]1[N:8]=[CH:7][C:6](/[CH:9]=[CH:10]/[C:11]([OH:13])=O)=[CH:5][C:4]=1[CH2:14][N:15]1[CH2:20][CH2:19][O:18][CH2:17][CH2:16]1.Cl.CN1CC2C=C(/C=C/C(O)=O)C=NC=2NC(=O)C1.[CH3:40][C:41]1[C:48]2[C:47]([CH3:49])=[CH:46][S:45][C:44]=2[S:43][C:42]=1[CH2:50][NH:51][CH3:52].CNCC1C=CC2C(=CC=CC=2)C=1CCC.